From a dataset of Forward reaction prediction with 1.9M reactions from USPTO patents (1976-2016). Predict the product of the given reaction. (1) Given the reactants [CH:1]1[C:6]([OH:7])=[CH:5][CH:4]=[C:3]([CH3:8])[CH:2]=1.[N+:9]([C:12]1[CH:17]=[CH:16][CH:15]=[C:14]([N+]([O-])=O)[CH:13]=1)([O-:11])=[O:10].C(=O)([O-])[O-].[Cs+].[Cs+], predict the reaction product. The product is: [CH3:8][C:3]1[CH:4]=[CH:5][C:6]([O:7][C:14]2[CH:13]=[C:12]([N+:9]([O-:11])=[O:10])[CH:17]=[CH:16][CH:15]=2)=[CH:1][CH:2]=1. (2) Given the reactants [F:1][C:2]([F:16])([F:15])[O:3][C:4]1[CH:14]=[C:7]2[N:8]=[C:9]([CH3:13])[CH:10]=[C:11]([OH:12])[N:6]2[N:5]=1.C(=O)([O-])[O-].[K+].[K+].[Cl:23][C:24]1[CH:29]=[CH:28][C:27]([CH2:30]Cl)=[CH:26][N:25]=1.O, predict the reaction product. The product is: [Cl:23][C:24]1[N:25]=[CH:26][C:27]([CH2:30][N:8]2[C:9]([CH3:13])=[CH:10][C:11](=[O:12])[N:6]3[N:5]=[C:4]([O:3][C:2]([F:15])([F:1])[F:16])[CH:14]=[C:7]23)=[CH:28][CH:29]=1. (3) Given the reactants [C:1]([C:3]1[N:4]=[CH:5][N:6]2[C:15]=1[C@@H:14]([CH2:16][CH3:17])[N:13]([CH:18]([CH3:20])[CH3:19])[C:12]1[N:11]=[C:10]([NH:21][C:22]3[C:30]([O:31][CH3:32])=[CH:29][C:25]([C:26](O)=[O:27])=[C:24]([F:33])[CH:23]=3)[N:9]=[CH:8][C:7]2=1)#[N:2].Cl.[CH3:35][N:36]1[CH2:41][CH2:40][N:39]([CH2:42][C:43]2[CH:44]=[C:45]([CH:47]=[CH:48][CH:49]=2)[NH2:46])[CH2:38][CH2:37]1, predict the reaction product. The product is: [C:1]([C:3]1[N:4]=[CH:5][N:6]2[C:15]=1[C@@H:14]([CH2:16][CH3:17])[N:13]([CH:18]([CH3:19])[CH3:20])[C:12]1[N:11]=[C:10]([NH:21][C:22]3[C:30]([O:31][CH3:32])=[CH:29][C:25]([C:26]([NH:46][C:45]4[CH:47]=[CH:48][CH:49]=[C:43]([CH2:42][N:39]5[CH2:38][CH2:37][N:36]([CH3:35])[CH2:41][CH2:40]5)[CH:44]=4)=[O:27])=[C:24]([F:33])[CH:23]=3)[N:9]=[CH:8][C:7]2=1)#[N:2]. (4) Given the reactants Br[C:2]1[C:3]([CH3:32])=[C:4]([C:22]2[CH:27]=[CH:26][CH:25]=[C:24]([C:28]([F:31])([F:30])[F:29])[CH:23]=2)[C:5]2[N:6]([N:8]=[C:9]([CH2:11][C:12]3[CH:17]=[CH:16][C:15]([S:18]([CH3:21])(=[O:20])=[O:19])=[CH:14][CH:13]=3)[N:10]=2)[CH:7]=1.C([Sn](CCCC)(CCCC)[C:38]1[N:42]([C:43]2[CH:50]=[CH:49][C:46]([C:47]#[N:48])=[CH:45][CH:44]=2)[N:41]=[CH:40][CH:39]=1)CCC, predict the reaction product. The product is: [CH3:21][S:18]([C:15]1[CH:16]=[CH:17][C:12]([CH2:11][C:9]2[N:10]=[C:5]3[C:4]([C:22]4[CH:27]=[CH:26][CH:25]=[C:24]([C:28]([F:30])([F:31])[F:29])[CH:23]=4)=[C:3]([CH3:32])[C:2]([C:38]4[N:42]([C:43]5[CH:50]=[CH:49][C:46]([C:47]#[N:48])=[CH:45][CH:44]=5)[N:41]=[CH:40][CH:39]=4)=[CH:7][N:6]3[N:8]=2)=[CH:13][CH:14]=1)(=[O:20])=[O:19]. (5) Given the reactants Cl[C:2]1[N:10]=[C:9]2[C:5]([N:6]=[CH:7][N:8]2[C:11]2[CH:12]=[C:13]([CH3:17])[CH:14]=[CH:15][CH:16]=2)=[C:4]([C:18]2[CH:19]=[N:20][C:21]([NH2:24])=[N:22][CH:23]=2)[N:3]=1.[NH:25]1[CH2:30][CH2:29][O:28][CH2:27][CH2:26]1, predict the reaction product. The product is: [N:25]1([C:2]2[N:10]=[C:9]3[C:5]([N:6]=[CH:7][N:8]3[C:11]3[CH:12]=[C:13]([CH3:17])[CH:14]=[CH:15][CH:16]=3)=[C:4]([C:18]3[CH:19]=[N:20][C:21]([NH2:24])=[N:22][CH:23]=3)[N:3]=2)[CH2:30][CH2:29][O:28][CH2:27][CH2:26]1. (6) Given the reactants [C:1]([C:4]1[C:12]2[C:7](=[CH:8][N:9]=[C:10](Cl)[CH:11]=2)[N:6]([CH2:14][C:15]([O:17]C(C)(C)C)=[O:16])[N:5]=1)(=[O:3])[NH2:2].[N:22]1[CH:27]=[C:26](B(O)O)[CH:25]=[N:24][CH:23]=1.[O-]P([O-])([O-])=O.[K+].[K+].[K+].O1CCOCC1, predict the reaction product. The product is: [C:1]([C:4]1[C:12]2[C:7](=[CH:8][N:9]=[C:10]([C:26]3[CH:27]=[N:22][CH:23]=[N:24][CH:25]=3)[CH:11]=2)[N:6]([CH2:14][C:15]([OH:17])=[O:16])[N:5]=1)(=[O:3])[NH2:2]. (7) Given the reactants [NH2:1][C:2]1[CH:9]=[CH:8][C:7]([Br:10])=[CH:6][C:3]=1[C:4]#[N:5].Cl[C:12]([O:14][CH2:15][CH3:16])=[O:13], predict the reaction product. The product is: [CH2:15]([O:14][C:12](=[O:13])[NH:1][C:2]1[CH:9]=[CH:8][C:7]([Br:10])=[CH:6][C:3]=1[C:4]#[N:5])[CH3:16]. (8) Given the reactants [NH2:6][CH2:10][CH2:9][CH2:8][Si:7]([CH3:12])([CH3:11])[N:6]1[CH2:10][CH2:9][CH2:8][Si:7]1([CH3:12])[CH3:11].[OH2:15], predict the reaction product. The product is: [NH2:6][CH2:10][CH2:9][CH2:12][Si:7]([CH2:8][CH2:9][CH2:10][NH2:6])([CH3:11])[O:15][Si:7]([CH3:12])([CH3:11])[CH3:8]. (9) Given the reactants [Cl:1][C:2]1[CH:3]=[C:4]([C:30]2[CH2:31][CH2:32][C:33](=[O:36])[NH:34][N:35]=2)[CH:5]=[CH:6][C:7]=1[O:8][CH2:9][C:10]([N:12]1[CH2:17][CH2:16][CH:15]([NH:18][CH2:19][C@H:20]([OH:29])[CH2:21][O:22][C:23]2[CH:28]=[CH:27][CH:26]=[CH:25][CH:24]=2)[CH2:14][CH2:13]1)=[O:11].[Cl:37]C1C=CC=CC=1O, predict the reaction product. The product is: [Cl:1][C:2]1[CH:3]=[C:4]([C:30]2[CH2:31][CH2:32][C:33](=[O:36])[NH:34][N:35]=2)[CH:5]=[CH:6][C:7]=1[O:8][CH2:9][C:10]([N:12]1[CH2:13][CH2:14][CH:15]([NH:18][CH2:19][C@H:20]([OH:29])[CH2:21][O:22][C:23]2[CH:24]=[CH:25][CH:26]=[CH:27][C:28]=2[Cl:37])[CH2:16][CH2:17]1)=[O:11]. (10) Given the reactants [NH2:1][C:2]1[S:6][C:5]([C:7]2[C:12]([F:13])=[CH:11][CH:10]=[CH:9][C:8]=2[F:14])=[N:4][C:3]=1[C:15]([NH:17][C:18]1[CH:19]=[N:20][N:21]([CH3:38])[C:22]=1[CH:23]1[O:28][CH2:27][C:26]([CH3:37])([CH2:29][NH:30]C(=O)C(F)(F)F)[CH2:25][O:24]1)=[O:16], predict the reaction product. The product is: [NH2:1][C:2]1[S:6][C:5]([C:7]2[C:8]([F:14])=[CH:9][CH:10]=[CH:11][C:12]=2[F:13])=[N:4][C:3]=1[C:15]([NH:17][C:18]1[CH:19]=[N:20][N:21]([CH3:38])[C:22]=1[CH:23]1[O:28][CH2:27][C:26]([CH2:29][NH2:30])([CH3:37])[CH2:25][O:24]1)=[O:16].